From a dataset of Forward reaction prediction with 1.9M reactions from USPTO patents (1976-2016). Predict the product of the given reaction. (1) The product is: [Br:7][C:8]1[CH:9]=[CH:10][C:11]2[O:15][C:14]([CH2:16][OH:17])=[CH:13][C:12]=2[CH:21]=1. Given the reactants [H-].[Al+3].[Li+].[H-].[H-].[H-].[Br:7][C:8]1[CH:9]=[CH:10][C:11]2[O:15][C:14]([C:16](OCC)=[O:17])=[CH:13][C:12]=2[CH:21]=1.O.[OH-].[Na+], predict the reaction product. (2) Given the reactants [C:1]1(=O)[CH2:5][CH2:4][CH2:3][CH2:2]1.CO.[CH2:9]([O:16][C:17]1[CH:22]=[CH:21][N:20]([C:23]2[CH:28]=[CH:27][C:26]([O:29][C@H:30]3[CH2:34][CH2:33][NH:32][CH2:31]3)=[CH:25][CH:24]=2)[C:19](=[O:35])[CH:18]=1)[C:10]1[CH:15]=[CH:14][CH:13]=[CH:12][CH:11]=1, predict the reaction product. The product is: [CH2:9]([O:16][C:17]1[CH:22]=[CH:21][N:20]([C:23]2[CH:28]=[CH:27][C:26]([O:29][C@H:30]3[CH2:34][CH2:33][N:32]([CH:1]4[CH2:5][CH2:4][CH2:3][CH2:2]4)[CH2:31]3)=[CH:25][CH:24]=2)[C:19](=[O:35])[CH:18]=1)[C:10]1[CH:11]=[CH:12][CH:13]=[CH:14][CH:15]=1.